This data is from Full USPTO retrosynthesis dataset with 1.9M reactions from patents (1976-2016). The task is: Predict the reactants needed to synthesize the given product. (1) Given the product [N:3]1([CH2:8][C:9]([CH2:16][O:17][CH2:18][CH2:19][CH2:20][CH2:21][CH2:22][CH2:23][CH2:24][CH3:25])([CH2:26][O:27][CH2:28][CH2:29][CH2:30][CH2:31][CH2:32][CH2:33][CH2:34][CH3:35])[CH2:10][N:11]2[CH2:15][CH2:14][CH2:13][CH2:12]2)[CH2:4][CH2:5][CH2:6][CH2:7]1, predict the reactants needed to synthesize it. The reactants are: Cl.Cl.[N:3]1([CH2:8][C:9]([CH2:26][O:27][CH2:28][CH2:29][CH2:30][CH2:31][CH2:32][CH2:33][CH2:34][CH3:35])([CH2:16][O:17][CH2:18][CH2:19][CH2:20][CH2:21][CH2:22][CH2:23][CH2:24][CH3:25])[CH2:10][N:11]2[CH2:15][CH2:14][CH2:13][CH2:12]2)[CH2:7][CH2:6][CH2:5][CH2:4]1. (2) The reactants are: [CH:1]1([CH:4]=O)[CH2:3][CH2:2]1.[C:6]([CH2:8][C:9]1([N:13]2[CH:17]=[C:16]([C:18]3[CH:23]=[N:22][N:21]4[C:24]([C:27]5[CH:28]=[C:29]([NH:33][C:34]([NH:36][CH2:37][C:38]([F:41])([F:40])[F:39])=[O:35])[CH:30]=[CH:31][CH:32]=5)=[CH:25][N:26]=[C:20]4[CH:19]=3)[CH:15]=[N:14]2)[CH2:12][NH:11][CH2:10]1)#[N:7].C(O[BH-](OC(=O)C)OC(=O)C)(=O)C.[Na+]. Given the product [C:6]([CH2:8][C:9]1([N:13]2[CH:17]=[C:16]([C:18]3[CH:23]=[N:22][N:21]4[C:24]([C:27]5[CH:28]=[C:29]([NH:33][C:34]([NH:36][CH2:37][C:38]([F:40])([F:41])[F:39])=[O:35])[CH:30]=[CH:31][CH:32]=5)=[CH:25][N:26]=[C:20]4[CH:19]=3)[CH:15]=[N:14]2)[CH2:10][N:11]([CH2:4][CH:1]2[CH2:2][CH2:3]2)[CH2:12]1)#[N:7], predict the reactants needed to synthesize it. (3) Given the product [CH3:32][C@H:33]([O:37][C:38]1[N:46]=[C:45]2[C:41]([N:42]=[C:43]([O:47][CH3:48])[N:44]2[CH2:51][CH2:52][CH:53]2[CH2:58][CH2:57][O:56][CH2:55][CH2:54]2)=[C:40]([NH2:49])[N:39]=1)[CH2:34][CH2:35][CH3:36], predict the reactants needed to synthesize it. The reactants are: C(NC1N=C2C(N=C(OC)N2CC[C@@H]2CCOC2)=C(N)N=1)CCC.FC(F)(F)C(O)=O.[CH3:32][C@H:33]([O:37][C:38]1[NH:39][C:40]([NH2:49])=[C:41]2[C:45]([N:46]=1)=[N:44][C:43]([O:47][CH3:48])=[N:42]2)[CH2:34][CH2:35][CH3:36].Br[CH2:51][CH2:52][CH:53]1[CH2:58][CH2:57][O:56][CH2:55][CH2:54]1. (4) Given the product [CH2:1]([N:8]1[C:12]([C:13]([F:16])([F:14])[F:15])=[C:11]([CH3:17])[C:10]([C:18]2[CH:19]=[CH:20][C:21]([Cl:24])=[CH:22][CH:23]=2)=[C:9]1[C:25]([N:27]1[CH2:28][CH2:29][S:35](=[O:37])(=[O:34])[CH2:31][CH2:32]1)=[O:26])[C:2]1[CH:7]=[CH:6][CH:5]=[CH:4][CH:3]=1, predict the reactants needed to synthesize it. The reactants are: [CH2:1]([N:8]1[C:12]([C:13]([F:16])([F:15])[F:14])=[C:11]([CH3:17])[C:10]([C:18]2[CH:23]=[CH:22][C:21]([Cl:24])=[CH:20][CH:19]=2)=[C:9]1[C:25]([N:27]1[CH2:32][CH2:31]S[CH2:29][CH2:28]1)=[O:26])[C:2]1[CH:7]=[CH:6][CH:5]=[CH:4][CH:3]=1.O[O:34][S:35]([O-:37])=O.[K+]. (5) Given the product [Br:1][C:2]1[CH:9]=[C:8]([N:10]2[C:18]3[CH2:17][CH2:16][CH:15]([Br:24])[C:14](=[O:19])[C:13]=3[C:12]([C:20]([F:21])([F:23])[F:22])=[N:11]2)[CH:7]=[CH:6][C:3]=1[C:4]#[N:5], predict the reactants needed to synthesize it. The reactants are: [Br:1][C:2]1[CH:9]=[C:8]([N:10]2[C:18]3[CH2:17][CH2:16][CH2:15][C:14](=[O:19])[C:13]=3[C:12]([C:20]([F:23])([F:22])[F:21])=[N:11]2)[CH:7]=[CH:6][C:3]=1[C:4]#[N:5].[Br-:24].[Li+]. (6) The reactants are: Cl[SiH:2]1[N:6]([C:7]([CH3:10])([CH3:9])[CH3:8])[CH:5]=[CH:4][N:3]1[C:11]([CH3:14])([CH3:13])[CH3:12].O1C[CH2:18][CH2:17][CH2:16]1.C=C([Mg]Br)C. Given the product [C:11]([N:3]1[CH:4]=[CH:5][N:6]([C:7]([CH3:10])([CH3:9])[CH3:8])[SiH:2]1[C:17]([CH3:18])=[CH2:16])([CH3:14])([CH3:13])[CH3:12], predict the reactants needed to synthesize it. (7) Given the product [CH2:1]([O:3][C:4](=[O:20])[C:5]([CH3:19])([CH3:18])[CH2:6][C:7]1[N:15]([CH2:26][C:25]2[CH:28]=[CH:29][C:22]([Cl:21])=[CH:23][CH:24]=2)[C:14]2[C:9](=[N:10][C:11]([O:16][CH3:17])=[CH:12][CH:13]=2)[CH:8]=1)[CH3:2], predict the reactants needed to synthesize it. The reactants are: [CH2:1]([O:3][C:4](=[O:20])[C:5]([CH3:19])([CH3:18])[CH2:6][C:7]1[NH:15][C:14]2[C:9](=[N:10][C:11]([O:16][CH3:17])=[CH:12][CH:13]=2)[CH:8]=1)[CH3:2].[Cl:21][C:22]1[CH:29]=[CH:28][C:25]([CH2:26]Cl)=[CH:24][CH:23]=1.C([O-])([O-])=O.[Cs+].[Cs+]. (8) Given the product [Cl:29][C:17]1[C:18]([NH:20][C:21]2[CH:26]=[CH:25][CH:24]=[CH:23][C:22]=2[O:27][CH3:28])=[N:19][C:14]([NH:12][C:11]2[C:2]3[O:1][CH2:7][CH2:6][CH2:5][CH2:4][C:3]=3[CH:8]=[CH:9][CH:10]=2)=[N:15][CH:16]=1, predict the reactants needed to synthesize it. The reactants are: [O:1]1[CH2:7][CH2:6][CH2:5][CH2:4][C:3]2[CH:8]=[CH:9][CH:10]=[C:11]([NH2:12])[C:2]1=2.Cl[C:14]1[N:19]=[C:18]([NH:20][C:21]2[CH:26]=[CH:25][CH:24]=[CH:23][C:22]=2[O:27][CH3:28])[C:17]([Cl:29])=[CH:16][N:15]=1. (9) Given the product [CH2:7]1[C:6]2[C:5](=[N:4][C:3]([C:11]([O:13][CH2:14][CH3:15])=[O:12])=[C:17]3[C:18]=2[CH:20]=[CH:21][CH:22]=[CH:23]3)[CH2:10][CH2:9][CH2:8]1, predict the reactants needed to synthesize it. The reactants are: N1[C:6]2[CH2:7][CH2:8][CH2:9][CH2:10][C:5]=2[N:4]=[C:3]([C:11]([O:13][CH2:14][CH3:15])=[O:12])N=1.C(O)(=O)[C:17]1[C:18](=[CH:20][CH:21]=[CH:22][CH:23]=1)N.N(OCCC(C)C)=O. (10) Given the product [Cl:23][C:20]1[CH:21]=[CH:22][C:17]2[N:18]([C:24]([CH2:25][CH2:26][CH3:27])=[C:15]([CH2:14][N:12]3[CH:11]=[CH:10][N:9]=[C:8]3[C:4]3[CH:5]=[CH:6][CH:7]=[C:2]([F:1])[CH:3]=3)[N:16]=2)[CH:19]=1, predict the reactants needed to synthesize it. The reactants are: [F:1][C:2]1[CH:3]=[C:4]([C:8]2[NH:9][CH:10]=[CH:11][N:12]=2)[CH:5]=[CH:6][CH:7]=1.Cl[CH2:14][C:15]1[N:16]=[C:17]2[CH:22]=[CH:21][C:20]([Cl:23])=[CH:19][N:18]2[C:24]=1[CH2:25][CH2:26][CH3:27].CO.C(Cl)Cl.